This data is from Full USPTO retrosynthesis dataset with 1.9M reactions from patents (1976-2016). The task is: Predict the reactants needed to synthesize the given product. (1) Given the product [C:1]([O:5][C:6]([N:8]1[CH2:13][CH2:12][N:11]([C:14]([C:16]2[C:24]3[C:19](=[CH:20][CH:21]=[CH:22][CH:23]=3)[N:18]([C:25]3[CH:30]=[CH:29][CH:28]=[CH:27][CH:26]=3)[C:17]=2[CH2:38][C:37]2[CH:40]=[C:33]([F:32])[CH:34]=[CH:35][C:36]=2[CH3:41])=[O:15])[CH2:10][CH2:9]1)=[O:7])([CH3:4])([CH3:3])[CH3:2], predict the reactants needed to synthesize it. The reactants are: [C:1]([O:5][C:6]([N:8]1[CH2:13][CH2:12][N:11]([C:14]([C:16]2[C:24]3[C:19](=[CH:20][CH:21]=[CH:22][CH:23]=3)[N:18]([C:25]3[CH:30]=[CH:29][CH:28]=[CH:27][CH:26]=3)[C:17]=2Cl)=[O:15])[CH2:10][CH2:9]1)=[O:7])([CH3:4])([CH3:3])[CH3:2].[F:32][C:33]1[CH:34]=[CH:35][C:36]([CH3:41])=[C:37]([CH:40]=1)[CH2:38]Br. (2) Given the product [O:13]1[CH2:14][CH2:15][N:10]([CH2:6][C:5]2[CH:8]=[CH:9][C:2]([OH:1])=[CH:3][CH:4]=2)[CH2:11][CH2:12]1, predict the reactants needed to synthesize it. The reactants are: [OH:1][C:2]1[CH:9]=[CH:8][C:5]([CH:6]=O)=[CH:4][CH:3]=1.[NH:10]1[CH2:15][CH2:14][O:13][CH2:12][CH2:11]1.C(O)=O.Cl.